Dataset: Full USPTO retrosynthesis dataset with 1.9M reactions from patents (1976-2016). Task: Predict the reactants needed to synthesize the given product. (1) Given the product [C:17]([NH:14][C:13]1[CH:15]=[CH:16][C:10]([N:1]=[N:2][C:3]2[CH:4]=[CH:5][C:6]([NH2:7])=[CH:8][CH:9]=2)=[CH:11][CH:12]=1)(=[O:21])[CH2:18][CH2:19][CH3:20], predict the reactants needed to synthesize it. The reactants are: [N:1]([C:10]1[CH:16]=[CH:15][C:13]([NH2:14])=[CH:12][CH:11]=1)=[N:2][C:3]1[CH:9]=[CH:8][C:6]([NH2:7])=[CH:5][CH:4]=1.[C:17](Cl)(=[O:21])[CH2:18][CH2:19][CH3:20]. (2) Given the product [N:31]1([CH2:2][C:3]2[O:4][C:5]3[CH:11]=[C:10]([O:12][C:13]4[S:14][C:15]5[C:16]([N:21]=4)=[N:17][CH:18]=[CH:19][CH:20]=5)[CH:9]=[CH:8][C:6]=3[CH:7]=2)[CH2:36][CH2:35][O:34][CH2:33][CH2:32]1, predict the reactants needed to synthesize it. The reactants are: Cl[CH2:2][C:3]1[O:4][C:5]2[CH:11]=[C:10]([O:12][C:13]3[S:14][C:15]4[C:16]([N:21]=3)=[N:17][CH:18]=[CH:19][CH:20]=4)[CH:9]=[CH:8][C:6]=2[CH:7]=1.CCN(C(C)C)C(C)C.[NH:31]1[CH2:36][CH2:35][O:34][CH2:33][CH2:32]1. (3) Given the product [CH2:1]([O:3][C:4](=[O:25])[C:5]([O:8][C:9]1[CH:14]=[CH:13][C:12]([OH:15])=[CH:11][C:10]=1[CH3:23])([CH3:6])[CH3:7])[CH3:2], predict the reactants needed to synthesize it. The reactants are: [CH2:1]([O:3][C:4](=[O:25])[C:5]([O:8][C:9]1[CH:14]=[CH:13][C:12]([O:15]CC2C=CC=CC=2)=[CH:11][C:10]=1[CH:23]=O)([CH3:7])[CH3:6])[CH3:2].[H][H]. (4) Given the product [NH2:28][C:10]1[C:9]([C:3]2[CH:4]=[CH:5][C:6]([Cl:8])=[CH:7][C:2]=2[Cl:1])=[CH:13][NH:12][C:11]=1[CH2:14][CH2:15][CH2:16][N:17]1[C:18](=[O:27])[C:19]2[CH:26]=[CH:25][CH:24]=[CH:23][C:20]=2[C:21]1=[O:22], predict the reactants needed to synthesize it. The reactants are: [Cl:1][C:2]1[CH:7]=[C:6]([Cl:8])[CH:5]=[CH:4][C:3]=1[C:9]1[C:10]([N+:28]([O-])=O)=[C:11]([CH2:14][CH2:15][CH2:16][N:17]2[C:21](=[O:22])[C:20]3[CH:23]=[CH:24][CH:25]=[CH:26][C:19]=3[C:18]2=[O:27])[NH:12][CH:13]=1.Cl.O.O.Cl[Sn]Cl.[OH-].[Na+]. (5) Given the product [Cl:1][C:2]1[CH:3]=[C:4]([C:12]2[S:13][C:14]([C:17]3[C:18]([CH2:25][CH3:26])=[C:19]([CH2:20][N:36]4[CH2:41][CH2:40][CH:39]([C:42]([O:44][CH2:45][CH3:46])=[O:43])[CH2:38][CH2:37]4)[CH:22]=[CH:23][CH:24]=3)=[CH:15][N:16]=2)[CH:5]=[CH:6][C:7]=1[O:8][CH:9]([CH3:11])[CH3:10], predict the reactants needed to synthesize it. The reactants are: [Cl:1][C:2]1[CH:3]=[C:4]([C:12]2[S:13][C:14]([C:17]3[C:18]([CH2:25][CH3:26])=[C:19]([CH:22]=[CH:23][CH:24]=3)[CH:20]=O)=[CH:15][N:16]=2)[CH:5]=[CH:6][C:7]=1[O:8][CH:9]([CH3:11])[CH3:10].C(O)(=O)C.C([O-])(=O)C.[Na+].[NH:36]1[CH2:41][CH2:40][CH:39]([C:42]([O:44][CH2:45][CH3:46])=[O:43])[CH2:38][CH2:37]1. (6) Given the product [CH3:1][C:3]1[CH:4]=[CH:5][C:6]([CH2:7][C:9]2[CH:17]=[C:16]([CH2:18][C:19]3[CH:24]=[CH:23][C:22]([CH3:25])=[CH:21][CH:20]=3)[C:12]([C:13]([OH:15])=[O:14])=[CH:11][C:10]=2[C:28]([OH:30])=[O:29])=[CH:31][CH:32]=1, predict the reactants needed to synthesize it. The reactants are: [CH2:1]([C:3]1[CH:32]=[CH:31][C:6]([C:7]([C:9]2[CH:17]=[C:16]([C:18](=O)[C:19]3[CH:24]=[CH:23][C:22]([CH2:25]C)=[CH:21][CH:20]=3)[C:12]([C:13]([OH:15])=[O:14])=[CH:11][C:10]=2[C:28]([OH:30])=[O:29])=O)=[CH:5][CH:4]=1)C.[H][H]. (7) Given the product [OH:31][NH:30][C:26]([C:24]1[CH:23]=[CH:22][C:11]2[CH2:12][N:13]([C:14]([CH:16]3[CH2:17][CH2:18][O:19][CH2:20][CH2:21]3)=[O:15])[C@@H:7]([C:1]3[CH:2]=[CH:3][CH:4]=[CH:5][CH:6]=3)[CH2:8][O:9][C:10]=2[CH:25]=1)=[O:27], predict the reactants needed to synthesize it. The reactants are: [C:1]1([C@@H:7]2[N:13]([C:14]([CH:16]3[CH2:21][CH2:20][O:19][CH2:18][CH2:17]3)=[O:15])[CH2:12][C:11]3[CH:22]=[CH:23][C:24]([C:26](OC)=[O:27])=[CH:25][C:10]=3[O:9][CH2:8]2)[CH:6]=[CH:5][CH:4]=[CH:3][CH:2]=1.[NH2:30][OH:31].[OH-].[Na+].